Task: Predict the reactants needed to synthesize the given product.. Dataset: Full USPTO retrosynthesis dataset with 1.9M reactions from patents (1976-2016) (1) The reactants are: [Na].[CH3:2][O-].[Na+].C(O[C:8](=[O:24])[C:9]1[CH:14]=[CH:13][CH:12]=[C:11](OCCN2CCOCC2)[CH:10]=1)C.F[C:26](F)(F)[C:27]([OH:29])=O.[CH:32]1([NH:35][C:36](=[O:46])[C:37]2[CH:42]=[CH:41][C:40]([CH3:43])=[C:39]([NH:44][NH2:45])[CH:38]=2)[CH2:34][CH2:33]1.[CH:47]([N:50](C(C)C)CC)(C)C. Given the product [NH2:50][C:47]1[N:44]([C:39]2[CH:38]=[C:37]([CH:42]=[CH:41][C:40]=2[CH3:43])[C:36]([NH:35][CH:32]2[CH2:34][CH2:33]2)=[O:46])[N:45]=[C:27]([O:29][CH3:2])[C:26]=1[C:8](=[O:24])[C:9]1[CH:10]=[CH:11][CH:12]=[CH:13][CH:14]=1, predict the reactants needed to synthesize it. (2) Given the product [OH:8][CH2:9][C@@H:10]1[CH2:14][C@@H:13]([O:15][CH3:16])[CH2:12][N:11]1[C:17]([O:19][C:20]([CH3:23])([CH3:22])[CH3:21])=[O:18], predict the reactants needed to synthesize it. The reactants are: [Si]([O:8][CH2:9][C@@H:10]1[CH2:14][C@@H:13]([O:15][CH3:16])[CH2:12][N:11]1[C:17]([O:19][C:20]([CH3:23])([CH3:22])[CH3:21])=[O:18])(C(C)(C)C)(C)C.[F-].C([N+](CCCC)(CCCC)CCCC)CCC.C1COCC1. (3) Given the product [NH2:7][C:8]1[CH:16]=[CH:15][C:11]([C:12]([O:14][CH3:21])=[O:13])=[CH:10][C:9]=1[C:17]([F:18])([F:19])[F:20], predict the reactants needed to synthesize it. The reactants are: S(Cl)(Cl)=O.CO.[NH2:7][C:8]1[CH:16]=[CH:15][C:11]([C:12]([OH:14])=[O:13])=[CH:10][C:9]=1[C:17]([F:20])([F:19])[F:18].[C:21](=O)(O)[O-].[Na+]. (4) Given the product [ClH:20].[Cl:20][C:21]1[C:34]([CH2:35][N:36]2[CH2:40][CH2:39][CH2:38][CH2:37]2)=[C:33]([Cl:41])[CH:32]=[CH:31][C:22]=1[O:23][C@H:24]1[CH2:27][C@H:26]([CH2:28][N:29]([CH3:30])[C:17]([CH:13]2[CH2:14][CH2:15][CH2:16]2)=[O:19])[CH2:25]1, predict the reactants needed to synthesize it. The reactants are: C1N=CN(C(N2C=NC=C2)=O)C=1.[CH:13]1([C:17]([OH:19])=O)[CH2:16][CH2:15][CH2:14]1.[Cl:20][C:21]1[C:34]([CH2:35][N:36]2[CH2:40][CH2:39][CH2:38][CH2:37]2)=[C:33]([Cl:41])[CH:32]=[CH:31][C:22]=1[O:23][C@H:24]1[CH2:27][C@H:26]([CH2:28][NH:29][CH3:30])[CH2:25]1. (5) Given the product [F:1][C:2]1[CH:3]=[C:4]([NH:8][C:9]([C:11]2[NH:12][C:13]([C:32](=[O:33])[C:31]3[CH:35]=[CH:36][C:37]([N+:39]([O-:41])=[O:40])=[CH:38][C:30]=3[Cl:29])=[CH:14][CH:15]=2)=[O:10])[CH:5]=[CH:6][CH:7]=1, predict the reactants needed to synthesize it. The reactants are: [F:1][C:2]1[CH:3]=[C:4]([NH:8][C:9]([C:11]2[NH:12][C:13](C3C4C(=CC=C(C(F)(F)F)C=4)NN=3)=[CH:14][CH:15]=2)=[O:10])[CH:5]=[CH:6][CH:7]=1.[Cl:29][C:30]1[CH:38]=[C:37]([N+:39]([O-:41])=[O:40])[CH:36]=[CH:35][C:31]=1[C:32](Cl)=[O:33].[Sn](Cl)(Cl)(Cl)Cl. (6) Given the product [CH:1]1[C:10]2[C:5](=[CH:6][CH:7]=[CH:8][CH:9]=2)[CH:4]=[CH:3][C:2]=1[C:11]([NH:13][C:14]1[CH:15]=[CH:16][C:17]([CH2:18][N:19]2[C:23]3=[N:24][CH:25]=[CH:26][CH:27]=[C:22]3[C:21]([CH2:28][C:29]([OH:31])=[O:30])=[N:20]2)=[CH:33][CH:34]=1)=[O:12], predict the reactants needed to synthesize it. The reactants are: [CH:1]1[C:10]2[C:5](=[CH:6][CH:7]=[CH:8][CH:9]=2)[CH:4]=[CH:3][C:2]=1[C:11]([NH:13][C:14]1[CH:34]=[CH:33][C:17]([CH2:18][N:19]2[C:23]3=[N:24][CH:25]=[CH:26][CH:27]=[C:22]3[C:21]([CH2:28][C:29]([O:31]C)=[O:30])=[N:20]2)=[CH:16][CH:15]=1)=[O:12].O.[OH-].[Li+].Cl. (7) Given the product [Cl:1][C:2]1[CH:3]=[C:4]([O:22][C:24]2[CH:29]=[C:28]([S:30]([CH3:33])(=[O:31])=[O:32])[CH:27]=[C:26]([F:34])[CH:25]=2)[CH:5]=[CH:6][C:7]=1[N:8]1[C:12]2[CH:13]=[CH:14][CH:15]=[C:16]([C:17]([F:19])([F:20])[F:18])[C:11]=2[N:10]=[C:9]1[CH3:21], predict the reactants needed to synthesize it. The reactants are: [Cl:1][C:2]1[CH:3]=[C:4]([OH:22])[CH:5]=[CH:6][C:7]=1[N:8]1[C:12]2[CH:13]=[CH:14][CH:15]=[C:16]([C:17]([F:20])([F:19])[F:18])[C:11]=2[N:10]=[C:9]1[CH3:21].F[C:24]1[CH:29]=[C:28]([S:30]([CH3:33])(=[O:32])=[O:31])[CH:27]=[C:26]([F:34])[CH:25]=1. (8) Given the product [CH2:1]([O:3][C:4](=[O:12])[C:5]1[CH:10]=[CH:9][C:8]([NH:16][CH:13]2[CH2:15][CH2:14]2)=[N:7][CH:6]=1)[CH3:2], predict the reactants needed to synthesize it. The reactants are: [CH2:1]([O:3][C:4](=[O:12])[C:5]1[CH:10]=[CH:9][C:8](Cl)=[N:7][CH:6]=1)[CH3:2].[CH:13]1([NH2:16])[CH2:15][CH2:14]1. (9) The reactants are: Cl[C:2]1[CH:3]=[CH:4][C:5]2[N:6]([C:8]([C:12]([O:14][CH2:15][CH3:16])=[O:13])=[C:9]([CH3:11])[N:10]=2)[N:7]=1.[OH:17][C:18]1[CH:23]=[CH:22][CH:21]=[CH:20][C:19]=1B(O)O.C([O-])([O-])=O.[K+].[K+]. Given the product [OH:17][C:18]1[CH:23]=[CH:22][CH:21]=[CH:20][C:19]=1[C:2]1[CH:3]=[CH:4][C:5]2[N:6]([C:8]([C:12]([O:14][CH2:15][CH3:16])=[O:13])=[C:9]([CH3:11])[N:10]=2)[N:7]=1, predict the reactants needed to synthesize it. (10) The reactants are: [CH3:1][N:2]([CH2:4][C:5]1[C:13]2[O:12][N:11]=[C:10]([CH2:14][CH2:15][CH:16]3[CH2:21][CH2:20][NH:19][CH2:18][CH2:17]3)[C:9]=2[CH:8]=[CH:7][C:6]=1[C:22]1[CH2:23][CH2:24][O:25][CH2:26][CH:27]=1)[CH3:3].[CH:28]([C:30]1[S:34][C:33]([C:35]#[N:36])=[CH:32][CH:31]=1)=O.C(O[BH-](OC(=O)C)OC(=O)C)(=O)C.[Na+].C(=O)(O)[O-].[Na+]. Given the product [O:25]1[CH2:24][CH:23]=[C:22]([C:6]2[CH:7]=[CH:8][C:9]3[C:10]([CH2:14][CH2:15][CH:16]4[CH2:17][CH2:18][N:19]([CH2:28][C:30]5[S:34][C:33]([C:35]#[N:36])=[CH:32][CH:31]=5)[CH2:20][CH2:21]4)=[N:11][O:12][C:13]=3[C:5]=2[CH2:4][N:2]([CH3:3])[CH3:1])[CH2:27][CH2:26]1, predict the reactants needed to synthesize it.